Dataset: Forward reaction prediction with 1.9M reactions from USPTO patents (1976-2016). Task: Predict the product of the given reaction. (1) Given the reactants [CH3:1][N:2]([CH3:16])[C:3]1[CH:8]=[CH:7][C:6]([N:9]=[N:10][C:11]2[S:12][CH:13]=[CH:14][N:15]=2)=[CH:5][CH:4]=1.[CH2:17]1[CH2:23][S:20](=[O:22])(=[O:21])[O:19][CH2:18]1.O1CCCC1, predict the reaction product. The product is: [CH3:1][N:2]([CH3:16])[C:3]1[CH:4]=[CH:5][C:6]([N:9]=[N:10][C:11]2[S:12][CH:13]=[CH:14][N+:15]=2[CH2:18][CH2:17][CH2:23][S:20]([O-:22])(=[O:21])=[O:19])=[CH:7][CH:8]=1. (2) Given the reactants [O:1]1[CH2:6][CH2:5][N:4]([C:7]2[CH:14]=[CH:13][C:10](C=O)=[CH:9][CH:8]=2)[CH2:3][CH2:2]1.[NH2:15][CH2:16][C:17]1[CH:24]=[CH:23][C:20]([C:21]#[N:22])=[CH:19][CH:18]=1.CO.[O:27]1[CH2:32][CH2:31][O:30][CH2:29]C1, predict the reaction product. The product is: [C:21]([C:20]1[CH:23]=[CH:24][C:17]([CH2:16][NH:15][C:32](=[O:27])[CH:31]([O:30][CH3:29])[C:10]2[CH:9]=[CH:8][C:7]([N:4]3[CH2:3][CH2:2][O:1][CH2:6][CH2:5]3)=[CH:14][CH:13]=2)=[CH:18][CH:19]=1)#[N:22].